From a dataset of Drug-target binding data from BindingDB using IC50 measurements. Regression. Given a target protein amino acid sequence and a drug SMILES string, predict the binding affinity score between them. We predict pIC50 (pIC50 = -log10(IC50 in M); higher means more potent). Dataset: bindingdb_ic50. (1) The small molecule is CNC(=O)c1cc(Oc2ccc(NC(=O)Nc3ccc(Cl)c(C(F)(F)F)c3)cc2)ccn1. The target protein sequence is RDRSSSAPNVHINTIEPVNIDDLIRDQGFRGDGGSTTGLSATPPASLPGSLTNVKALQKSPGPQRERKSSSSSEDRNRMKTLGRRDSSDDWEIPDGQITVGQRIGSGSFGTVYKGKWHGDVAVKMLNVTAPTPQQLQAFKNEVGVLRKTRHVNILLFMGYSTKPQLAIVTQWCEGSSLYHHLHIIETKFEMIKLIDIARQTAQGMDYLHAKSIIHRDLKSNNIFLHEDLTVKIGDFGLATEKSRWSGSHQFEQLSGSILWMAPEVIRMQDKNPYSFQSDVYAFGIVLYELMTGQLPYSNINNRDQIIFMVGRGYLSPDLSKVRSNCPKAMKRLMAECLKKKRDERPLFPQILASIELLARSLPKIHRSASEPSLNRAGFQTEDFSLYACASPKTPIQAGGYGAFPVH. The pIC50 is 7.4. (2) The small molecule is CN1CCN(c2cc(C(=O)Nc3cccc(Nc4ccc5c(c4)NC(=O)/C5=C\c4ccc[nH]4)c3)cc(C(F)(F)F)c2)CC1. The target protein (P97504) has sequence MESKSILEELLLKKSQQKKKMSPNNYKERLFVLTKTSLSYYEYDKMKRGSRKGSIEIKKIRCVEKVNLEEQTPVERQYPFQIVYKDGLLYVYASNEESRCQWLKALQKEIRGNPHLLIKYHSGFFVDGKFLCCQQSCKAAPGCTLWEAYADLHIAISDEKHRAPTFPERLLKIPRAVPVLKMDASSSGAILPQYDSYSKKSCGSQPTSNIRYIPREDCPDWWQVRKLKSEEDIACSNQLERNIASHSTSKMSWGFPESSSSEEEENLHAYDWFAGNISRSQSEQLLRQKGKEGAFMVRNSSQMGMYTVSLFSKAVNDKKGTVKHYHVHTNAENKLYLAENYCFDSIPKLIHYHQHNSAGMITRLRHPVSTKANKVPVSVALGSGIWELKREEITLLKELGNGQFGVVQLGQWKGQYDVAVKMIKEGAMSEDEFFQEAQTMMKLSHPKLVKFYGVCSKKYPIYIVTEYITNGCLLNYLKSHGKGLESCQLLEMCYDVCEGM.... The pIC50 is 5.3. (3) The compound is O=[N+]([O-])c1cc(NC(P(=O)(O)O)P(=O)(O)O)ccc1F. The target protein (P00918) has sequence MSHHWGYGKHNGPEHWHKDFPIAKGERQSPVDIDTHTAKYDPSLKPLSVSYDQATSLRILNNGHAFNVEFDDSQDKAVLKGGPLDGTYRLIQFHFHWGSLDGQGSEHTVDKKKYAAELHLVHWNTKYGDFGKAVQQPDGLAVLGIFLKVGSAKPGLQKVVDVLDSIKTKGKSADFTNFDPRGLLPESLDYWTYPGSLTTPPLLECVTWIVLKEPISVSSEQVLKFRKLNFNGEGEPEELMVDNWRPAQPLKNRQIKASFK. The pIC50 is 5.0. (4) The pIC50 is 5.7. The compound is CCN(CC)CCCC[C@H](NC(=O)[C@H](CC(C)C)NC(=O)[C@H](C)NC(=O)[C@H](Cc1ccccc1)NC(=O)c1ccc(C(C)C)cc1)C(=O)N[C@@H](CO)C(=O)OC. The target protein (Q9HC52) has sequence MELSAVGERVFAAEALLKRRIRKGRMEYLVKWKGWSQKYSTWEPEENILDARLLAAFEEREREMELYGPKKRGPKPKTFLLKAQAKAKAKTYEFRSDSARGIRIPYPGRSPQDLASTSRAREGLRNMGLSPPASSTSTSSTCRAEAPRDRDRDRDRDRERDRERERERERERERERERERGTSRVDDKPSSPGDSSKKRGPKPRKELPDPSQRPLGEPSAGLGEYLKGRKLDDTPSGAGKFPAGHSVIQLARRQDSDLVQCGVTSPSSAEATGKLAVDTFPARVIKHRAAFLEAKGQGALDPNGTRVRHGSGPPSSGGGLYRDMGAQGGRPSLIARIPVARILGDPEEESWSPSLTNLEKVVVTDVTSNFLTVTIKESNTDQGFFKEKR. (5) The drug is C[N+](C)(C)c1cccc([NH3+])c1. The target protein (P04058) has sequence MNLLVTSSLGVLLHLVVLCQADDHSELLVNTKSGKVMGTRVPVLSSHISAFLGIPFAEPPVGNMRFRRPEPKKPWSGVWNASTYPNNCQQYVDEQFPGFSGSEMWNPNREMSEDCLYLNIWVPSPRPKSTTVMVWIYGGGFYSGSSTLDVYNGKYLAYTEEVVLVSLSYRVGAFGFLALHGSQEAPGNVGLLDQRMALQWVHDNIQFFGGDPKTVTIFGESAGGASVGMHILSPGSRDLFRRAILQSGSPNCPWASVSVAEGRRRAVELGRNLNCNLNSDEELIHCLREKKPQELIDVEWNVLPFDSIFRFSFVPVIDGEFFPTSLESMLNSGNFKKTQILLGVNKDEGSFFLLYGAPGFSKDSESKISREDFMSGVKLSVPHANDLGLDAVTLQYTDWMDDNNGIKNRDGLDDIVGDHNVICPLMHFVNKYTKFGNGTYLYFFNHRASNLVWPEWMGVIHGYEIEFVFGLPLVKELNYTAEEEALSRRIMHYWATFAKT.... The pIC50 is 8.7.